From a dataset of Full USPTO retrosynthesis dataset with 1.9M reactions from patents (1976-2016). Predict the reactants needed to synthesize the given product. (1) Given the product [CH2:1]([O:3][C:4](=[O:15])[CH2:5][CH2:6][N:7]([CH2:16][N:18]1[C:22]2[CH:23]=[CH:24][CH:25]=[CH:26][C:21]=2[N:20]=[N:19]1)[CH2:8][C:9]1[CH:14]=[CH:13][CH:12]=[CH:11][CH:10]=1)[CH3:2], predict the reactants needed to synthesize it. The reactants are: [CH2:1]([O:3][C:4](=[O:15])[CH2:5][CH2:6][NH:7][CH2:8][C:9]1[CH:14]=[CH:13][CH:12]=[CH:11][CH:10]=1)[CH3:2].[CH2:16]=O.[NH:18]1[C:22]2[CH:23]=[CH:24][CH:25]=[CH:26][C:21]=2[N:20]=[N:19]1. (2) Given the product [F:17][CH:18]([F:37])[C:19]([NH:21][C@H:22]([CH2:35][F:36])[C@H:23]([OH:34])[C:24]1[CH:25]=[CH:26][C:27]([C:2]2[CH:3]=[C:4]3[N:10]=[C:9]([CH2:11][NH:12][S:13]([CH3:16])(=[O:15])=[O:14])[S:8][C:5]3=[N:6][CH:7]=2)=[CH:28][CH:29]=1)=[O:20], predict the reactants needed to synthesize it. The reactants are: Br[C:2]1[CH:3]=[C:4]2[N:10]=[C:9]([CH2:11][NH:12][S:13]([CH3:16])(=[O:15])=[O:14])[S:8][C:5]2=[N:6][CH:7]=1.[F:17][CH:18]([F:37])[C:19]([NH:21][C@H:22]([CH2:35][F:36])[C@H:23]([OH:34])[C:24]1[CH:29]=[CH:28][C:27]([Sn](C)(C)C)=[CH:26][CH:25]=1)=[O:20].O1C=CC=C1P(C1OC=CC=1)C1OC=CC=1. (3) Given the product [NH2:7][C@@H:8]1[C@@H:13]([OH:14])[C@H:12]([CH2:15][C:16]2[CH:21]=[C:20]([O:22][CH2:23][C:24]([F:27])([F:25])[F:26])[C:19]([N+:28]([O-:30])=[O:29])=[C:18]([F:31])[CH:17]=2)[CH2:11][S@:10](=[O:32])[CH2:9]1, predict the reactants needed to synthesize it. The reactants are: C(OC(=O)[NH:7][C@@H:8]1[C@@H:13]([OH:14])[C@H:12]([CH2:15][C:16]2[CH:21]=[C:20]([O:22][CH2:23][C:24]([F:27])([F:26])[F:25])[C:19]([N+:28]([O-:30])=[O:29])=[C:18]([F:31])[CH:17]=2)[CH2:11][S@@:10](=[O:32])[CH2:9]1)(C)(C)C. (4) Given the product [CH2:20]([O:19][CH2:18][CH2:17][CH2:16][N:12]1[CH:13]=[C:9]([B:4]2[O:5][C:6]([CH3:7])([CH3:8])[C:2]([CH3:14])([CH3:1])[O:3]2)[CH:10]=[N:11]1)[C:21]1[CH:26]=[CH:25][CH:24]=[CH:23][CH:22]=1, predict the reactants needed to synthesize it. The reactants are: [CH3:1][C:2]1([CH3:14])[C:6]([CH3:8])([CH3:7])[O:5][B:4]([C:9]2[CH:10]=[N:11][NH:12][CH:13]=2)[O:3]1.Br[CH2:16][CH2:17][CH2:18][O:19][CH2:20][C:21]1[CH:26]=[CH:25][CH:24]=[CH:23][CH:22]=1.C([O-])([O-])=O.[Cs+].[Cs+].O. (5) Given the product [Cl:10][CH2:11][C:12]1[N:8]=[C:7]([N:1]2[CH2:6][CH2:5][CH2:4][CH2:3][CH2:2]2)[S:9][CH:13]=1, predict the reactants needed to synthesize it. The reactants are: [N:1]1([C:7](=[S:9])[NH2:8])[CH2:6][CH2:5][CH2:4][CH2:3][CH2:2]1.[Cl:10][CH2:11][C:12](=O)[CH2:13]Cl.C(=O)(O)[O-].[Na+]. (6) Given the product [C:8]([O:12][C:13]([NH:14][C@H:15]1[CH2:16][O:17][CH:18]([CH2:21][C@@H:22]2[O:37][C:25]3[CH:26]=[N:27][C:28]4[CH:29]=[CH:30][C:31]([O:35][CH3:36])=[C:32]([F:34])[C:33]=4[C:24]=3[CH:23]2[O:38][C:40](=[O:42])[CH3:41])[CH2:19][CH2:20]1)=[O:39])([CH3:11])([CH3:9])[CH3:10], predict the reactants needed to synthesize it. The reactants are: C(N(CC)CC)C.[C:8]([O:12][C:13](=[O:39])[NH:14][C@@H:15]1[CH2:20][CH2:19][C@@H:18]([CH2:21][CH:22]2[O:37][C:25]3[CH:26]=[N:27][C:28]4[CH:29]=[CH:30][C:31]([O:35][CH3:36])=[C:32]([F:34])[C:33]=4[C:24]=3[CH:23]2[OH:38])[O:17][CH2:16]1)([CH3:11])([CH3:10])[CH3:9].[C:40](OC(=O)C)(=[O:42])[CH3:41].CCCCCC.